This data is from Full USPTO retrosynthesis dataset with 1.9M reactions from patents (1976-2016). The task is: Predict the reactants needed to synthesize the given product. (1) Given the product [CH2:10]([OH:12])[CH3:9].[OH:17][CH2:16][CH:15]([CH2:13][OH:14])[OH:25], predict the reactants needed to synthesize it. The reactants are: CC([N+]1(C)[C@@H]2[CH2:9][C@@H:10]([O:12][C:13]([CH:15](C3C=CC=CC=3)[CH2:16][OH:17])=[O:14])C[C@H]1CC2)C.[OH2:25].[Br-]. (2) Given the product [F:1][C:2]1[CH:3]=[CH:4][CH:5]=[C:6]([C:24]#[N:25])[C:7]=1[C:8]1[CH:13]=[C:12]([C:27]2[CH:32]=[N:31][NH:30][C:29](=[O:33])[CH:28]=2)[CH:11]=[CH:10][C:9]=1[F:23], predict the reactants needed to synthesize it. The reactants are: [F:1][C:2]1[CH:3]=[CH:4][CH:5]=[C:6]([C:24]#[N:25])[C:7]=1[C:8]1[CH:13]=[C:12](B2OC(C)(C)C(C)(C)O2)[CH:11]=[CH:10][C:9]=1[F:23].Cl[C:27]1[CH:32]=[N:31][NH:30][C:29](=[O:33])[CH:28]=1. (3) Given the product [C:17]([O:16][C:10]1[CH:9]=[CH:8][C:7]([Cl:6])=[CH:15][C:11]=1[C:12]([OH:14])=[O:13])(=[O:19])[CH3:18], predict the reactants needed to synthesize it. The reactants are: S(=O)(=O)(O)O.[Cl:6][C:7]1[CH:15]=[C:11]([C:12]([OH:14])=[O:13])[C:10]([OH:16])=[CH:9][CH:8]=1.[C:17](OC(=O)C)(=[O:19])[CH3:18]. (4) Given the product [NH2:1][C:4]1[CH:5]=[N:6][C:7]([NH:10][C:11](=[O:13])[CH3:12])=[N:8][CH:9]=1, predict the reactants needed to synthesize it. The reactants are: [N+:1]([C:4]1[CH:5]=[N:6][C:7]([NH:10][C:11](=[O:13])[CH3:12])=[N:8][CH:9]=1)([O-])=O.